From a dataset of Catalyst prediction with 721,799 reactions and 888 catalyst types from USPTO. Predict which catalyst facilitates the given reaction. (1) Reactant: O.[NH2:2][NH2:3].CO[C:6]([C:8]([NH:10][C:11]1[CH:28]=[CH:27][C:14]([O:15][C@@H:16]2[CH2:21][CH2:20][C@H:19]([C:22]([O:24][CH2:25][CH3:26])=[O:23])[CH2:18][CH2:17]2)=[CH:13][C:12]=1[N+:29]([O-:31])=[O:30])=[O:9])=[O:7]. Product: [NH:2]([C:6]([C:8]([NH:10][C:11]1[CH:28]=[CH:27][C:14]([O:15][C@@H:16]2[CH2:21][CH2:20][C@H:19]([C:22]([O:24][CH2:25][CH3:26])=[O:23])[CH2:18][CH2:17]2)=[CH:13][C:12]=1[N+:29]([O-:31])=[O:30])=[O:9])=[O:7])[NH2:3]. The catalyst class is: 14. (2) Reactant: C[O:2][C:3]([C:5]1[CH:10]=[CH:9][N:8]=[CH:7][C:6]=1[S:11][CH2:12][CH2:13][C:14]([F:23])([F:22])[C:15]1[CH:20]=[CH:19][C:18]([F:21])=[CH:17][CH:16]=1)=[O:4].[OH-].[Na+].O. Product: [F:23][C:14]([F:22])([C:15]1[CH:20]=[CH:19][C:18]([F:21])=[CH:17][CH:16]=1)[CH2:13][CH2:12][S:11][C:6]1[CH:7]=[N:8][CH:9]=[CH:10][C:5]=1[C:3]([OH:4])=[O:2]. The catalyst class is: 14. (3) The catalyst class is: 7. Product: [Cl:1][C:2]1[C:3]([CH2:4][OH:5])=[C:7]([C:11]2[CH:12]=[CH:13][CH:14]=[CH:15][CH:16]=2)[CH:8]=[CH:9][N:10]=1. Reactant: [Cl:1][C:2]1[N:10]=[CH:9][CH:8]=[C:7]([C:11]2[CH:16]=[CH:15][CH:14]=[CH:13][CH:12]=2)[C:3]=1[C:4](O)=[O:5].S(Cl)(Cl)=O. (4) Reactant: O[CH:2]=[C:3]1[C:8](=[O:9])[CH:7]=[CH:6][C:5]([CH3:12])([CH:10]=[CH2:11])[CH2:4]1.Cl.[NH2:14]O. Product: [CH3:12][C:5]1([CH:10]=[CH2:11])[CH2:4][C:3]2[CH:2]=[N:14][O:9][C:8]=2[CH:7]=[CH:6]1. The catalyst class is: 40. (5) Reactant: Cl.[F:2][CH:3]1[CH:8]([NH:9][C:10]2[CH:15]=[CH:14][C:13]([N+:16]([O-:18])=[O:17])=[CH:12][CH:11]=2)[CH2:7][CH2:6][NH:5][CH2:4]1.C=O.[BH3-][C:22]#N.[Na+].C([O-])([O-])=O.[Na+].[Na+]. Product: [F:2][CH:3]1[CH:8]([NH:9][C:10]2[CH:11]=[CH:12][C:13]([N+:16]([O-:18])=[O:17])=[CH:14][CH:15]=2)[CH2:7][CH2:6][N:5]([CH3:22])[CH2:4]1. The catalyst class is: 467. (6) Reactant: [S:1]1[C:5]([CH2:6][NH:7][CH:8]2[CH2:13][CH2:12][N:11]([CH2:14][CH2:15][N:16]3[C:25]4[C:20](=[CH:21][CH:22]=[C:23]([F:26])[CH:24]=4)[N:19]=[CH:18][C:17]3=[O:27])[CH2:10][CH2:9]2)=[CH:4][C:3]2[CH:28]=[CH:29][CH:30]=[CH:31][C:2]1=2.[ClH:32].C(OCC)(=O)C. Product: [ClH:32].[S:1]1[C:5]([CH2:6][NH:7][CH:8]2[CH2:13][CH2:12][N:11]([CH2:14][CH2:15][N:16]3[C:25]4[C:20](=[CH:21][CH:22]=[C:23]([F:26])[CH:24]=4)[N:19]=[CH:18][C:17]3=[O:27])[CH2:10][CH2:9]2)=[CH:4][C:3]2[CH:28]=[CH:29][CH:30]=[CH:31][C:2]1=2. The catalyst class is: 22. (7) Reactant: [CH3:1][O:2][C:3]1[N:8]=[C:7]2[C:9]([C:20]3[N:28](S(C4C=CC(C)=CC=4)(=O)=O)[C:23]4=[N:24][CH:25]=[CH:26][CH:27]=[C:22]4[CH:21]=3)=[CH:10][N:11]([CH2:12][CH2:13][N:14]3[CH2:19][CH2:18][O:17][CH2:16][CH2:15]3)[C:6]2=[CH:5][C:4]=1[O:39][CH3:40].CO. Product: [CH3:1][O:2][C:3]1[N:8]=[C:7]2[C:9]([C:20]3[NH:28][C:23]4=[N:24][CH:25]=[CH:26][CH:27]=[C:22]4[CH:21]=3)=[CH:10][N:11]([CH2:12][CH2:13][N:14]3[CH2:19][CH2:18][O:17][CH2:16][CH2:15]3)[C:6]2=[CH:5][C:4]=1[O:39][CH3:40]. The catalyst class is: 500.